Dataset: Forward reaction prediction with 1.9M reactions from USPTO patents (1976-2016). Task: Predict the product of the given reaction. (1) The product is: [C:14]1([C:9]23[CH2:12][CH2:13][C:6]([CH:4]=[O:5])([CH2:11][CH2:10]2)[CH2:7][CH2:8]3)[CH:19]=[CH:18][CH:17]=[CH:16][CH:15]=1. Given the reactants CON(C)[C:4]([C:6]12[CH2:13][CH2:12][C:9]([C:14]3[CH:19]=[CH:18][CH:17]=[CH:16][CH:15]=3)([CH2:10][CH2:11]1)[CH2:8][CH2:7]2)=[O:5].[H-].[Al+3].[Li+].[H-].[H-].[H-].O.CCOC(C)=O, predict the reaction product. (2) Given the reactants C(S([NH:7][CH:8]1[CH2:15][CH2:14][CH2:13][N:12]([C:16]([O:18][CH2:19][C:20]2[CH:25]=[CH:24][CH:23]=[CH:22][CH:21]=2)=[O:17])[CH2:11][CH2:10][CH2:9]1)=O)(C)(C)C.Cl.O1CCOCC1, predict the reaction product. The product is: [NH2:7][CH:8]1[CH2:15][CH2:14][CH2:13][N:12]([C:16]([O:18][CH2:19][C:20]2[CH:25]=[CH:24][CH:23]=[CH:22][CH:21]=2)=[O:17])[CH2:11][CH2:10][CH2:9]1. (3) Given the reactants [F:1][CH:2]([F:11])[C:3]([C:5]1[CH:10]=[CH:9][CH:8]=[CH:7][CH:6]=1)=[O:4].Br[C:13]1[CH:18]=[CH:17][C:16]([O:19][CH3:20])=[CH:15][CH:14]=1.ClC1C=CC(OC)=CC=1, predict the reaction product. The product is: [F:1][C:2]([F:11])([C:13]1[CH:18]=[CH:17][C:16]([O:19][CH3:20])=[CH:15][CH:14]=1)[C:3]([C:5]1[CH:6]=[CH:7][CH:8]=[CH:9][CH:10]=1)=[O:4]. (4) Given the reactants [OH:1][C:2]1[CH:10]=[CH:9][C:5]([C:6]([OH:8])=O)=[CH:4][CH:3]=1.[NH2:11][C:12]1[CH:13]=[CH:14][C:15]([CH3:31])=[C:16]([NH:18][C:19]2[N:24]=[C:23]([C:25]3[CH:26]=[N:27][CH:28]=[CH:29][CH:30]=3)[CH:22]=[CH:21][N:20]=2)[CH:17]=1.C(Cl)CCl.C1C=CC2N(O)N=NC=2C=1, predict the reaction product. The product is: [OH:1][C:2]1[CH:3]=[CH:4][C:5]([C:6]([NH:11][C:12]2[CH:13]=[CH:14][C:15]([CH3:31])=[C:16]([NH:18][C:19]3[N:24]=[C:23]([C:25]4[CH:26]=[N:27][CH:28]=[CH:29][CH:30]=4)[CH:22]=[CH:21][N:20]=3)[CH:17]=2)=[O:8])=[CH:9][CH:10]=1. (5) Given the reactants [C:1]([C:3]1[CH:8]=[CH:7][C:6]([NH:9][C:10]([N:12]2[CH:17]([CH2:18][OH:19])[CH2:16][N:15]3[N:20]=[C:21]([I:26])[C:22]([C:23](O)=[O:24])=[C:14]3[CH2:13]2)=[O:11])=[CH:5][CH:4]=1)#[N:2].C[N:28](C(ON1N=NC2C=CC=NC1=2)=[N+](C)C)C.F[P-](F)(F)(F)(F)F.C(N(C(C)C)CC)(C)C.[Cl-].[NH4+], predict the reaction product. The product is: [C:1]([C:3]1[CH:4]=[CH:5][C:6]([NH:9][C:10]([N:12]2[CH:17]([CH2:18][OH:19])[CH2:16][N:15]3[N:20]=[C:21]([I:26])[C:22]([C:23]([NH2:28])=[O:24])=[C:14]3[CH2:13]2)=[O:11])=[CH:7][CH:8]=1)#[N:2]. (6) Given the reactants [O:1]1[CH2:6][CH2:5][CH2:4][CH2:3][CH:2]1[CH2:7][OH:8].CCN(CC)CC.[Br:16][C:17]1[CH:22]=[CH:21][C:20]([S:23](Cl)(=[O:25])=[O:24])=[CH:19][CH:18]=1, predict the reaction product. The product is: [Br:16][C:17]1[CH:22]=[CH:21][C:20]([S:23]([O:8][CH2:7][CH:2]2[CH2:3][CH2:4][CH2:5][CH2:6][O:1]2)(=[O:25])=[O:24])=[CH:19][CH:18]=1. (7) Given the reactants [NH2:1][C:2]1[CH:16]=[CH:15][C:5]([CH2:6][CH:7]2[NH:13][C:12](=[O:14])[CH2:11][CH2:10][CH2:9][CH2:8]2)=[CH:4][C:3]=1[O:17][CH2:18][C:19]1[CH:24]=[CH:23][CH:22]=[CH:21][CH:20]=1.C(=O)([O-])[O-].[K+].[K+].Br[CH2:32][C:33]([O:35][CH3:36])=[O:34].O, predict the reaction product. The product is: [CH3:36][O:35][C:33](=[O:34])[CH2:32][NH:1][C:2]1[CH:16]=[CH:15][C:5]([CH2:6][CH:7]2[CH2:8][CH2:9][CH2:10][CH2:11][C:12](=[O:14])[NH:13]2)=[CH:4][C:3]=1[O:17][CH2:18][C:19]1[CH:20]=[CH:21][CH:22]=[CH:23][CH:24]=1. (8) Given the reactants [Li+].[BH4-].[CH2:3]([N:10]([CH2:18][C:19]1[CH:24]=[CH:23][CH:22]=[CH:21][CH:20]=1)[CH2:11][C@@H:12]([F:17])[C:13](OC)=[O:14])[C:4]1[CH:9]=[CH:8][CH:7]=[CH:6][CH:5]=1, predict the reaction product. The product is: [CH2:18]([N:10]([CH2:3][C:4]1[CH:5]=[CH:6][CH:7]=[CH:8][CH:9]=1)[CH2:11][C@@H:12]([F:17])[CH2:13][OH:14])[C:19]1[CH:20]=[CH:21][CH:22]=[CH:23][CH:24]=1. (9) Given the reactants [Br:1][C:2]1[CH:3]=[C:4]2[C:9](=[CH:10][CH:11]=1)[N:8]=[CH:7][C:6]([CH:12]=O)=[CH:5]2.[CH3:14][O:15][C:16]([CH:18]=P(C1C=CC=CC=1)(C1C=CC=CC=1)C1C=CC=CC=1)=[O:17], predict the reaction product. The product is: [Br:1][C:2]1[CH:3]=[C:4]2[C:9](=[CH:10][CH:11]=1)[N:8]=[CH:7][C:6]([CH:12]=[CH:18][C:16]([O:15][CH3:14])=[O:17])=[CH:5]2. (10) Given the reactants [CH2:1]([CH:3]([N:6]1[CH2:11][CH2:10][CH:9]([CH2:12][C:13]([NH:15][OH:16])=[NH:14])[CH2:8][CH2:7]1)[CH2:4][CH3:5])[CH3:2].[F:17][C:18]1[CH:26]=[C:25]([C:27]([F:30])([F:29])[F:28])[CH:24]=[CH:23][C:19]=1[C:20]([Cl:22])=O, predict the reaction product. The product is: [ClH:22].[CH2:1]([CH:3]([N:6]1[CH2:11][CH2:10][CH:9]([CH2:12][C:13]2[N:14]=[C:20]([C:19]3[CH:23]=[CH:24][C:25]([C:27]([F:28])([F:30])[F:29])=[CH:26][C:18]=3[F:17])[O:16][N:15]=2)[CH2:8][CH2:7]1)[CH2:4][CH3:5])[CH3:2].